The task is: Predict which catalyst facilitates the given reaction.. This data is from Catalyst prediction with 721,799 reactions and 888 catalyst types from USPTO. (1) Reactant: [F:1][C:2]([F:31])([F:30])[C:3]1[CH:4]=[C:5]([C@@H:9]([NH:13][C:14]([C:16]2[CH:17]=[N:18][N:19]([C:23]3[CH:28]=[CH:27][C:26]([Cl:29])=[CH:25][CH:24]=3)[C:20]=2[CH2:21]Br)=[O:15])[CH2:10][CH2:11][CH3:12])[CH:6]=[CH:7][CH:8]=1.C[NH2:33].C1COCC1. Product: [F:1][C:2]([F:31])([F:30])[C:3]1[CH:4]=[C:5]([C@@H:9]([NH:13][C:14]([C:16]2[CH:17]=[N:18][N:19]([C:23]3[CH:28]=[CH:27][C:26]([Cl:29])=[CH:25][CH:24]=3)[C:20]=2[CH2:21][NH2:33])=[O:15])[CH2:10][CH2:11][CH3:12])[CH:6]=[CH:7][CH:8]=1. The catalyst class is: 3. (2) Reactant: ClC(Cl)(Cl)[C:3]([C:5]1[N:14]2[C:8]([CH2:9][N:10]([C:19]([C:21]3[CH:26]=[CH:25][C:24]([C:27]4[CH:32]=[CH:31][CH:30]=[CH:29][C:28]=4[CH3:33])=[C:23]([CH3:34])[CH:22]=3)=[O:20])[C:11]3[CH:18]=[CH:17][CH:16]=[CH:15][C:12]=3[CH2:13]2)=[CH:7][CH:6]=1)=[O:4].CS(C)=O.[CH3:41][O:42][C:43]1[CH:44]=[C:45]([CH:48]=[CH:49][CH:50]=1)[CH2:46][NH2:47]. Product: [CH3:34][C:23]1[CH:22]=[C:21]([C:19]([N:10]2[C:11]3[CH:18]=[CH:17][CH:16]=[CH:15][C:12]=3[CH2:13][N:14]3[C:5]([C:3]([NH:47][CH2:46][C:45]4[CH:48]=[CH:49][CH:50]=[C:43]([O:42][CH3:41])[CH:44]=4)=[O:4])=[CH:6][CH:7]=[C:8]3[CH2:9]2)=[O:20])[CH:26]=[CH:25][C:24]=1[C:27]1[CH:32]=[CH:31][CH:30]=[CH:29][C:28]=1[CH3:33]. The catalyst class is: 10. (3) Reactant: C([O:3][C:4]([C:6]1[C:7]([C:28]([F:31])([F:30])[F:29])=[N:8][N:9]([CH2:11][C:12]2[CH:13]=[C:14]3[C:18](=[CH:19][CH:20]=2)[CH2:17][C@@H:16]([NH:21][S:22]([CH:25]([CH3:27])[CH3:26])(=[O:24])=[O:23])[CH2:15]3)[CH:10]=1)=O)C.[H-].[Al+3].[Li+].[H-].[H-].[H-]. Product: [OH:3][CH2:4][C:6]1[C:7]([C:28]([F:29])([F:31])[F:30])=[N:8][N:9]([CH2:11][C:12]2[CH:13]=[C:14]3[C:18](=[CH:19][CH:20]=2)[CH2:17][C@@H:16]([NH:21][S:22]([CH:25]([CH3:27])[CH3:26])(=[O:24])=[O:23])[CH2:15]3)[CH:10]=1. The catalyst class is: 1. (4) Reactant: [C:1]([C:5]1[CH:10]=[CH:9][N:8]([CH2:11][CH2:12][CH2:13][CH3:14])[C:7](=[NH:15])[CH:6]=1)([CH3:4])([CH3:3])[CH3:2].[F:16][C:17]1[CH:25]=[CH:24][C:23]([C:26]([F:29])([F:28])[F:27])=[CH:22][C:18]=1[C:19](O)=[O:20].CCN(CC)CC.CCCP(=O)=O. Product: [CH2:11]([N:8]1[CH:9]=[CH:10][C:5]([C:1]([CH3:4])([CH3:3])[CH3:2])=[CH:6]/[C:7]/1=[N:15]\[C:19](=[O:20])[C:18]1[CH:22]=[C:23]([C:26]([F:27])([F:28])[F:29])[CH:24]=[CH:25][C:17]=1[F:16])[CH2:12][CH2:13][CH3:14]. The catalyst class is: 1. (5) Reactant: [C:1]([O:20][CH2:21][CH2:22][O:23][C:24]1[CH:29]=[C:28]([N+:30]([O-:32])=[O:31])[C:27]([CH:33]=[O:34])=[CH:26][C:25]=1[O:35][CH3:36])(=[O:19])[CH2:2][CH2:3][CH2:4][CH2:5][CH2:6][CH2:7][CH2:8][CH2:9][CH2:10][CH2:11][CH2:12][CH2:13][CH2:14][CH2:15][CH2:16][CH2:17][CH3:18].[CH3:37][Al](C)C. Product: [C:1]([O:20][CH2:21][CH2:22][O:23][C:24]1[CH:29]=[C:28]([N+:30]([O-:32])=[O:31])[C:27]([CH:33]([OH:34])[CH3:37])=[CH:26][C:25]=1[O:35][CH3:36])(=[O:19])[CH2:2][CH2:3][CH2:4][CH2:5][CH2:6][CH2:7][CH2:8][CH2:9][CH2:10][CH2:11][CH2:12][CH2:13][CH2:14][CH2:15][CH2:16][CH2:17][CH3:18]. The catalyst class is: 2.